Predict the reactants needed to synthesize the given product. From a dataset of Full USPTO retrosynthesis dataset with 1.9M reactions from patents (1976-2016). (1) The reactants are: [NH2:1][C:2]1[N:7]=[C:6](S(C)=O)[C:5]([C:11]#[N:12])=[C:4]([C:13]2[O:14][C:15]([CH3:18])=[CH:16][CH:17]=2)[N:3]=1.[C:19]1([NH:25][CH2:26][CH2:27][NH2:28])[CH:24]=[CH:23][CH:22]=[CH:21][CH:20]=1. Given the product [NH2:1][C:2]1[N:3]=[C:4]([C:13]2[O:14][C:15]([CH3:18])=[CH:16][CH:17]=2)[C:5]([C:11]#[N:12])=[C:6]([NH:28][CH2:27][CH2:26][NH:25][C:19]2[CH:24]=[CH:23][CH:22]=[CH:21][CH:20]=2)[N:7]=1, predict the reactants needed to synthesize it. (2) Given the product [CH3:31][NH:33][C:24]([C:23]1[CH:27]=[CH:28][C:20]([O:19][C:17]2[CH:16]=[CH:15][C:12]3[CH2:13][CH2:14][N:8]([C:6]([O:5][C:2]([CH3:4])([CH3:3])[CH3:1])=[O:7])[CH2:9][CH2:10][C:11]=3[CH:18]=2)=[C:21]([O:29][CH3:30])[CH:22]=1)=[O:26], predict the reactants needed to synthesize it. The reactants are: [CH3:1][C:2]([O:5][C:6]([N:8]1[CH2:14][CH2:13][C:12]2[CH:15]=[CH:16][C:17]([O:19][C:20]3[CH:28]=[CH:27][C:23]([C:24]([OH:26])=O)=[CH:22][C:21]=3[O:29][CH3:30])=[CH:18][C:11]=2[CH2:10][CH2:9]1)=[O:7])([CH3:4])[CH3:3].[C:31](N1C=CN=C1)([N:33]1C=CN=C1)=O.CN.